Predict the reactants needed to synthesize the given product. From a dataset of Full USPTO retrosynthesis dataset with 1.9M reactions from patents (1976-2016). Given the product [N:15]1([CH2:2][CH2:3][S:4]([C:7]2[CH:14]=[CH:13][C:10]([C:11]#[N:12])=[CH:9][CH:8]=2)(=[O:6])=[O:5])[CH:19]=[CH:18][CH:17]=[N:16]1, predict the reactants needed to synthesize it. The reactants are: Br[CH2:2][CH2:3][S:4]([C:7]1[CH:14]=[CH:13][C:10]([C:11]#[N:12])=[CH:9][CH:8]=1)(=[O:6])=[O:5].[NH:15]1[CH:19]=[CH:18][CH:17]=[N:16]1.